Dataset: Full USPTO retrosynthesis dataset with 1.9M reactions from patents (1976-2016). Task: Predict the reactants needed to synthesize the given product. (1) Given the product [CH3:13][C:8]1[CH:9]=[CH:10][CH:11]=[CH:12][C:7]=1[N:6]1[C:2]([O:1][S:26]([C:29]([F:32])([F:31])[F:30])(=[O:28])=[O:27])=[CH:3][C:4]([C:14]([O:16][CH2:17][CH3:18])=[O:15])=[N:5]1, predict the reactants needed to synthesize it. The reactants are: [OH:1][C:2]1[N:6]([C:7]2[CH:12]=[CH:11][CH:10]=[CH:9][C:8]=2[CH3:13])[N:5]=[C:4]([C:14]([O:16][CH2:17][CH3:18])=[O:15])[CH:3]=1.C1C=CC(N([S:26]([C:29]([F:32])([F:31])[F:30])(=[O:28])=[O:27])[S:26]([C:29]([F:32])([F:31])[F:30])(=[O:28])=[O:27])=CC=1.C(N(CC)CC)C.O. (2) Given the product [CH3:14][C:5]1[C:4]2[C:9](=[CH:10][CH:11]=[CH:2][CH:3]=2)[O:8][C:7](=[O:12])[CH:6]=1, predict the reactants needed to synthesize it. The reactants are: N[C:2]1[CH:3]=[C:4]2[C:9](=[CH:10][CH:11]=1)[O:8][C:7](=[O:12])[CH:6]=[CH:5]2.O1C2C(=CC=CC=2)C=C[C:14]1=O.C(C=[PH3])(OCC)=O.C(N(CC)C1C=CC=CC=1)C. (3) Given the product [O:11]=[C:9]([CH2:26][CH2:27][CH2:28][CH2:29][CH2:30][CH2:31][CH3:32])[CH2:8][CH2:7][CH2:6][CH2:5][CH2:4][CH2:3][CH2:2][C:1]([O:13][CH3:14])=[O:12], predict the reactants needed to synthesize it. The reactants are: [C:1]([O:13][CH3:14])(=[O:12])[CH2:2][CH2:3][CH2:4][CH2:5][CH2:6][CH2:7][CH2:8][C:9]([O-:11])=O.CN(C)C=O.C(Cl)(=O)C(Cl)=O.[CH2:26]([Mg]Br)[CH2:27][CH2:28][CH2:29][CH2:30][CH2:31][CH3:32].Cl. (4) Given the product [CH3:19][O:20][C:21]1[CH:22]=[CH:23][C:24]([C:27]2[CH:35]=[C:34]3[C:30]([C:31]([NH:44][C:45](=[O:49])[CH2:46][CH2:47][CH3:48])=[N:32][NH:33]3)=[CH:29][CH:28]=2)=[CH:25][CH:26]=1, predict the reactants needed to synthesize it. The reactants are: [F-].C([N+](CCCC)(CCCC)CCCC)CCC.[CH3:19][O:20][C:21]1[CH:26]=[CH:25][C:24]([C:27]2[CH:35]=[C:34]3[C:30]([C:31]([NH:44][C:45](=[O:49])[CH2:46][CH2:47][CH3:48])=[N:32][N:33]3COCC[Si](C)(C)C)=[CH:29][CH:28]=2)=[CH:23][CH:22]=1.C(OCC)(=O)C. (5) Given the product [NH2:7][C:2]1[CH:3]=[CH:4][CH:5]=[CH:6][C:1]=1[NH:8][C:36]([C@H:17]1[CH2:18][C@H:19]([NH:22][C:23]([NH:25][C:26]2[CH:27]=[N:28][C:29]([C:32]([F:35])([F:34])[F:33])=[CH:30][CH:31]=2)=[O:24])[CH2:20][CH2:21][N:16]1[C:14]([O:13][C:9]([CH3:12])([CH3:11])[CH3:10])=[O:15])=[O:37], predict the reactants needed to synthesize it. The reactants are: [C:1]1([NH2:8])[C:2]([NH2:7])=[CH:3][CH:4]=[CH:5][CH:6]=1.[C:9]([O:13][C:14]([N:16]1[CH2:21][CH2:20][C@@H:19]([NH:22][C:23]([NH:25][C:26]2[CH:27]=[N:28][C:29]([C:32]([F:35])([F:34])[F:33])=[CH:30][CH:31]=2)=[O:24])[CH2:18][C@@H:17]1[C:36](O)=[O:37])=[O:15])([CH3:12])([CH3:11])[CH3:10].F[P-](F)(F)(F)(F)F.N1(O[P+](N(C)C)(N(C)C)N(C)C)C2C=CC=CC=2N=N1.CCN(C(C)C)C(C)C.